This data is from CYP1A2 inhibition data for predicting drug metabolism from PubChem BioAssay. The task is: Regression/Classification. Given a drug SMILES string, predict its absorption, distribution, metabolism, or excretion properties. Task type varies by dataset: regression for continuous measurements (e.g., permeability, clearance, half-life) or binary classification for categorical outcomes (e.g., BBB penetration, CYP inhibition). Dataset: cyp1a2_veith. (1) The drug is O=C(O)C1CCN(S(=O)(=O)c2cccnc2)CC1. The result is 0 (non-inhibitor). (2) The drug is CCCc1noc2c1/C(=N\O)CCC2. The result is 1 (inhibitor). (3) The molecule is O=C1Nc2ccc([N+](=O)[O-])cc2C1(O)N1CCCCCC1. The result is 0 (non-inhibitor). (4) The molecule is COc1ccc(C(=O)NCc2cn3ccccc3n2)cc1. The result is 1 (inhibitor). (5) The molecule is CCc1ccccc1NC(=O)c1ccc(F)c(S(=O)(=O)N2CCC(C(N)=O)CC2)c1. The result is 0 (non-inhibitor).